This data is from Catalyst prediction with 721,799 reactions and 888 catalyst types from USPTO. The task is: Predict which catalyst facilitates the given reaction. Reactant: [C:1](Cl)(=[O:3])[CH3:2].[CH3:5][O:6][C:7]1[CH:8]=[C:9]2[C:17](=[CH:18][CH:19]=1)[NH:16][C:15]1[C:14]3[CH:20]=[CH:21][CH:22]=[CH:23][C:13]=3[O:12][CH2:11][C:10]2=1.CCN(CC)CC. Product: [CH3:5][O:6][C:7]1[CH:8]=[C:9]2[C:17](=[CH:18][CH:19]=1)[N:16]([C:1](=[O:3])[CH3:2])[C:15]1[C:14]3[CH:20]=[CH:21][CH:22]=[CH:23][C:13]=3[O:12][CH2:11][C:10]2=1. The catalyst class is: 2.